From a dataset of Reaction yield outcomes from USPTO patents with 853,638 reactions. Predict the reaction yield, written as a fraction of the theoretical maximum amount of product (1.0 means a 100% yield; for example, 0.34 means a 34% yield). (1) The catalyst is O1CCCC1.CN(C)C=O.C(=O)([O-])O.[Na+].C(N(CC)CC)C. The product is [Cl:6][C:7]1[CH:8]=[CH:9][C:10]([C:30]([O:32][CH3:33])=[O:31])=[C:11]2[C:15]=1[N:14]=[C:13]1[N:16]([C:17]3[CH:18]=[N:19][C:20]([O:24][CH3:25])=[CH:21][C:22]=3[CH3:23])[CH2:28][CH2:27][CH2:26][N:12]21. The reactants are CS(Cl)(=O)=O.[Cl:6][C:7]1[C:15]2[N:14]=[C:13]([NH:16][C:17]3[CH:18]=[N:19][C:20]([O:24][CH3:25])=[CH:21][C:22]=3[CH3:23])[N:12]([CH2:26][CH2:27][CH2:28]O)[C:11]=2[C:10]([C:30]([O:32][CH3:33])=[O:31])=[CH:9][CH:8]=1.S([O-])(=O)(=O)C.C(=O)([O-])[O-].[K+].[K+]. The yield is 0.370. (2) The reactants are [C:1]([O:5][C:6](=[O:33])[C:7]1[CH:12]=[CH:11][C:10]([O:13][CH2:14][CH2:15][CH2:16][CH2:17][CH2:18][CH2:19][CH2:20][CH2:21][CH2:22][C:23]([O:25]N2C(=O)CCC2=O)=O)=[CH:9][CH:8]=1)([CH3:4])([CH3:3])[CH3:2].[NH2:34][C@H:35]([C:41]([NH2:43])=[O:42])[CH2:36][CH2:37][C:38](=[O:40])[OH:39]. The catalyst is CN(C=O)C. The yield is 0.860. The product is [C:1]([O:5][C:6](=[O:33])[C:7]1[CH:8]=[CH:9][C:10]([O:13][CH2:14][CH2:15][CH2:16][CH2:17][CH2:18][CH2:19][CH2:20][CH2:21][CH2:22][C:23](=[O:25])[NH:34][C@H:35]([C:41](=[O:42])[NH2:43])[CH2:36][CH2:37][C:38]([OH:40])=[O:39])=[CH:11][CH:12]=1)([CH3:2])([CH3:3])[CH3:4]. (3) The reactants are Br[C:2]1[CH:7]=[CH:6][C:5]([C:8]([CH:10]2[CH2:15][CH2:14][NH:13][CH2:12][CH2:11]2)=[O:9])=[CH:4][CH:3]=1.[Cl:16][C:17]1[CH:18]=[C:19](B(O)O)[CH:20]=[CH:21][CH:22]=1.C(=O)([O-])[O-].[K+].[K+]. The catalyst is C(O)(C)C.O. The product is [ClH:16].[Cl:16][C:17]1[CH:22]=[C:21]([C:2]2[CH:7]=[CH:6][C:5]([C:8]([CH:10]3[CH2:15][CH2:14][NH:13][CH2:12][CH2:11]3)=[O:9])=[CH:4][CH:3]=2)[CH:20]=[CH:19][CH:18]=1. The yield is 0.720. (4) The reactants are [N+:1]([C:4]1[CH:14]=[CH:13][C:12]2[CH:11]3CC[N:7]([CH2:8][CH2:9][CH2:10]3)[C:6]=2[CH:5]=1)([O-])=O.[C:17](O)(=O)[CH3:18]. The catalyst is CO.[Pd]. The product is [CH:12]12[CH2:11][CH2:10][CH:9]([CH2:8][NH:7][CH2:6]1)[C:18]1[C:13]2=[CH:14][C:4]([NH2:1])=[CH:5][CH:17]=1. The yield is 0.890.